Task: Regression. Given a peptide amino acid sequence and an MHC pseudo amino acid sequence, predict their binding affinity value. This is MHC class II binding data.. Dataset: Peptide-MHC class II binding affinity with 134,281 pairs from IEDB (1) The peptide sequence is RLFDNAMLRAHRLHQ. The MHC is DRB1_0802 with pseudo-sequence DRB1_0802. The binding affinity (normalized) is 0.127. (2) The peptide sequence is FRKYTAFTIPSINNE. The MHC is DRB1_1201 with pseudo-sequence DRB1_1201. The binding affinity (normalized) is 0. (3) The peptide sequence is ISPSFLVYSFFVHDL. The MHC is DRB3_0202 with pseudo-sequence DRB3_0202. The binding affinity (normalized) is 0.175. (4) The peptide sequence is GELQIVDKIDCAFKI. The MHC is DRB1_1302 with pseudo-sequence DRB1_1302. The binding affinity (normalized) is 0.585. (5) The peptide sequence is KEPIVGAETFYVDGA. The MHC is HLA-DQA10103-DQB10603 with pseudo-sequence HLA-DQA10103-DQB10603. The binding affinity (normalized) is 0.473. (6) The peptide sequence is GINITNFRAILTAFS. The MHC is DRB1_1101 with pseudo-sequence DRB1_1101. The binding affinity (normalized) is 0.591. (7) The peptide sequence is GEVEIQFRRVKCKYP. The MHC is HLA-DPA10201-DPB11401 with pseudo-sequence HLA-DPA10201-DPB11401. The binding affinity (normalized) is 0.0441.